Dataset: Forward reaction prediction with 1.9M reactions from USPTO patents (1976-2016). Task: Predict the product of the given reaction. (1) Given the reactants [CH2:1]([O:3][C:4]1[CH:9]=[CH:8][C:7]([C:10]#[CH:11])=[CH:6][CH:5]=1)[CH3:2].I[C:13]1[CH:25]=[CH:24][C:16]([CH2:17][CH2:18][NH:19][C:20](=[O:23])[CH2:21][CH3:22])=[CH:15][CH:14]=1, predict the reaction product. The product is: [CH2:1]([O:3][C:4]1[CH:9]=[CH:8][C:7]([C:10]#[C:11][C:13]2[CH:25]=[CH:24][C:16]([CH2:17][CH2:18][NH:19][C:20](=[O:23])[CH2:21][CH3:22])=[CH:15][CH:14]=2)=[CH:6][CH:5]=1)[CH3:2]. (2) Given the reactants C[O:2][C:3]1[CH:4]=[CH:5][C:6]([N+:12]([O-:14])=[O:13])=[C:7]([CH:11]=1)[C:8]([OH:10])=[O:9].[OH-].[Na+], predict the reaction product. The product is: [OH:2][C:3]1[CH:4]=[CH:5][C:6]([N+:12]([O-:14])=[O:13])=[C:7]([CH:11]=1)[C:8]([OH:10])=[O:9].